From a dataset of Reaction yield outcomes from USPTO patents with 853,638 reactions. Predict the reaction yield, written as a fraction of the theoretical maximum amount of product (1.0 means a 100% yield; for example, 0.34 means a 34% yield). (1) The reactants are [OH:1][C:2]1[CH:3]=[C:4]([S:8]([NH2:11])(=[O:10])=[O:9])[CH:5]=[CH:6][CH:7]=1.C1CCN2C(=NCCC2)CC1.[Cl:23][C:24]1[CH:25]=[C:26]([NH:34][C:35](OC2C=CC=CC=2)=[O:36])[C:27](=[CH:32][CH:33]=1)[C:28]([O:30][CH3:31])=[O:29].Cl. The catalyst is O1CCCC1.O. The product is [Cl:23][C:24]1[CH:33]=[CH:32][C:27]([C:28]([O:30][CH3:31])=[O:29])=[C:26]([NH:34][C:35]([NH:11][S:8]([C:4]2[CH:5]=[CH:6][CH:7]=[C:2]([OH:1])[CH:3]=2)(=[O:9])=[O:10])=[O:36])[CH:25]=1. The yield is 0.590. (2) The reactants are [CH:1]12[CH2:18][CH:8]([CH2:9][N:10]([C:12](=[O:17])[C:13]([F:16])([F:15])[F:14])[CH2:11]1)[C:7]1[CH:6]=[CH:5][CH:4]=[CH:3][C:2]2=1.[Cl:19][S:20](O)(=[O:22])=[O:21]. No catalyst specified. The product is [F:14][C:13]([F:15])([F:16])[C:12]([N:10]1[CH2:11][CH:1]2[CH2:18][CH:8]([C:7]3[CH:6]=[CH:5][C:4]([S:20]([Cl:19])(=[O:22])=[O:21])=[CH:3][C:2]=32)[CH2:9]1)=[O:17]. The yield is 0.870. (3) The reactants are [CH2:1]([O:8][N:9]1[C:15](=[O:16])[N:14]2[CH2:17][C@H:10]1[CH2:11][CH2:12][C@H:13]2[C:18]([NH:20][NH:21][CH:22]=[O:23])=O)[C:2]1[CH:7]=[CH:6][CH:5]=[CH:4][CH:3]=1.N1C=CC=CC=1.O(S(C(F)(F)F)(=O)=O)S(C(F)(F)F)(=O)=O. The catalyst is C(Cl)Cl. The product is [CH2:1]([O:8][N:9]1[C:15](=[O:16])[N:14]2[CH2:17][C@H:10]1[CH2:11][CH2:12][C@H:13]2[C:18]1[O:23][CH:22]=[N:21][N:20]=1)[C:2]1[CH:3]=[CH:4][CH:5]=[CH:6][CH:7]=1. The yield is 0.860.